Dataset: Reaction yield outcomes from USPTO patents with 853,638 reactions. Task: Predict the reaction yield, written as a fraction of the theoretical maximum amount of product (1.0 means a 100% yield; for example, 0.34 means a 34% yield). The reactants are [OH-:1].[Na+:2].CC([OH:6])C.[CH:7]1[N:11]=[CH:10][N:9]([CH2:12][C:13]([P:19]([OH:22])([OH:21])=[O:20])([P:15]([OH:18])([OH:17])=[O:16])[OH:14])[CH:8]=1. The catalyst is O. The product is [CH:7]1[N:11]=[CH:10][N:9]([CH2:12][C:13]([P:15]([O-:18])([OH:17])=[O:16])([P:19]([O-:21])([OH:22])=[O:20])[OH:14])[CH:8]=1.[OH2:6].[OH2:1].[OH2:6].[OH2:6].[Na+:2].[Na+:2]. The yield is 0.780.